This data is from Reaction yield outcomes from USPTO patents with 853,638 reactions. The task is: Predict the reaction yield, written as a fraction of the theoretical maximum amount of product (1.0 means a 100% yield; for example, 0.34 means a 34% yield). (1) The reactants are Cl[Sn]Cl.[F:4][C:5]1[CH:24]=[CH:23][CH:22]=[C:21]([F:25])[C:6]=1/[CH:7]=[CH:8]/[C:9]1[CH:17]=[CH:16][C:12]([N:13]([CH3:15])[CH3:14])=[CH:11][C:10]=1[N+:18]([O-])=O. The catalyst is Cl.C(O)(=O)C. The product is [F:4][C:5]1[CH:24]=[CH:23][CH:22]=[C:21]([F:25])[C:6]=1/[CH:7]=[CH:8]/[C:9]1[CH:17]=[CH:16][C:12]([N:13]([CH3:14])[CH3:15])=[CH:11][C:10]=1[NH2:18]. The yield is 0.690. (2) The reactants are N1C=CC=CC=1.[CH3:7][O:8][C:9]1[CH:14]=[CH:13][C:12]([CH2:15][CH2:16][CH2:17][CH2:18][OH:19])=[CH:11][CH:10]=1.[C:20]1([CH3:30])[CH:25]=[CH:24][C:23]([S:26](Cl)(=[O:28])=[O:27])=[CH:22][CH:21]=1. The catalyst is C(Cl)(Cl)Cl. The product is [CH3:7][O:8][C:9]1[CH:14]=[CH:13][C:12]([CH2:15][CH2:16][CH2:17][CH2:18][O:19][S:26]([C:23]2[CH:24]=[CH:25][C:20]([CH3:30])=[CH:21][CH:22]=2)(=[O:28])=[O:27])=[CH:11][CH:10]=1. The yield is 0.660. (3) The reactants are [CH3:1][O:2][CH2:3][C@@H:4]1[CH2:8][N:7]([C:9]([O:11][C:12]([CH3:15])([CH3:14])[CH3:13])=[O:10])[C@H:6]([C:16]([O:18]C)=[O:17])[CH2:5]1.[Li+].[OH-].Cl. The catalyst is C1COCC1.CO. The product is [C:12]([O:11][C:9]([N:7]1[CH2:8][C@@H:4]([CH2:3][O:2][CH3:1])[CH2:5][C@H:6]1[C:16]([OH:18])=[O:17])=[O:10])([CH3:15])([CH3:13])[CH3:14]. The yield is 0.990. (4) The reactants are [OH:1][C@H:2]1[CH2:6][N:5]([C:7]([O:9][C:10]([CH3:13])([CH3:12])[CH3:11])=[O:8])[C@H:4]([C:14]([O:16][CH3:17])=[O:15])[CH2:3]1. The catalyst is C(Cl)Cl. The product is [O:1]=[C:2]1[CH2:6][N:5]([C:7]([O:9][C:10]([CH3:11])([CH3:12])[CH3:13])=[O:8])[CH:4]([C:14]([O:16][CH3:17])=[O:15])[CH2:3]1. The yield is 0.890.